The task is: Predict the reactants needed to synthesize the given product.. This data is from Full USPTO retrosynthesis dataset with 1.9M reactions from patents (1976-2016). (1) The reactants are: C([O:8][C:9]1[CH:14]=[CH:13][C:12]([C:15]2[C:16](=[O:21])[NH:17][CH:18]=[N:19][CH:20]=2)=[CH:11][C:10]=1[F:22])C1C=CC=CC=1. Given the product [F:22][C:10]1[CH:11]=[C:12]([C:15]2[C:16](=[O:21])[NH:17][CH:18]=[N:19][CH:20]=2)[CH:13]=[CH:14][C:9]=1[OH:8], predict the reactants needed to synthesize it. (2) The reactants are: Br[C:2]1[CH:7]=[CH:6][C:5]([C@@H:8]2[CH2:10][C@H:9]2[NH:11][C:12](=[O:18])[O:13][C:14]([CH3:17])([CH3:16])[CH3:15])=[CH:4][CH:3]=1.[CH:19]1(B(O)O)[CH2:21][CH2:20]1.P([O-])([O-])([O-])=O.[K+].[K+].[K+].C1(P(C2CCCCC2)C2CCCCC2)CCCCC1. Given the product [CH:19]1([C:2]2[CH:7]=[CH:6][C:5]([C@@H:8]3[CH2:10][C@H:9]3[NH:11][C:12](=[O:18])[O:13][C:14]([CH3:17])([CH3:16])[CH3:15])=[CH:4][CH:3]=2)[CH2:21][CH2:20]1, predict the reactants needed to synthesize it.